Dataset: Forward reaction prediction with 1.9M reactions from USPTO patents (1976-2016). Task: Predict the product of the given reaction. (1) Given the reactants [NH:1]1[CH2:8][CH2:7][CH2:6][C@H:2]1[C:3]([OH:5])=[O:4].C(O)(=O)C.[O:13]1[CH2:18][CH2:17][CH:16]([CH:19]=O)[CH2:15][CH2:14]1.S([O-])([O-])(=O)=O.[Na+].[Na+].C(O[BH-](OC(=O)C)OC(=O)C)(=O)C, predict the reaction product. The product is: [O:13]1[CH2:18][CH2:17][CH:16]([CH2:19][N:1]2[CH2:8][CH2:7][CH2:6][C@H:2]2[C:3]([OH:5])=[O:4])[CH2:15][CH2:14]1. (2) Given the reactants [C:1]([O:5][C:6]([NH:8][C@@H:9]1[CH2:12][C@H:11]([C:13]([OH:15])=O)[C:10]1([CH3:17])[CH3:16])=[O:7])([CH3:4])([CH3:3])[CH3:2].C1C=CC2N(O)N=NC=2C=1.Cl.[NH2:29][C@@H:30]([CH:35]([CH3:37])[CH3:36])[C:31]([O:33][CH3:34])=[O:32].CCN(CC)CC, predict the reaction product. The product is: [C:1]([O:5][C:6]([NH:8][C@@H:9]1[CH2:12][C@H:11]([C:13]([NH:29][C@@H:30]([CH:35]([CH3:37])[CH3:36])[C:31]([O:33][CH3:34])=[O:32])=[O:15])[C:10]1([CH3:17])[CH3:16])=[O:7])([CH3:2])([CH3:3])[CH3:4]. (3) Given the reactants [Cl:1][C:2]1[C:3]([CH:8]([NH2:22])[C:9]2[CH:14]=[CH:13][C:12]([O:15][C:16]3[CH:21]=[CH:20][CH:19]=[CH:18][CH:17]=3)=[CH:11][CH:10]=2)=[N:4][CH:5]=[CH:6][N:7]=1.[CH:23]1([C:26](O)=[O:27])[CH2:25][CH2:24]1.CCN(C(C)C)C(C)C.CN(C(ON1N=NC2C=CC=CC1=2)=[N+](C)C)C.[B-](F)(F)(F)F.CN(C=O)C, predict the reaction product. The product is: [Cl:1][C:2]1[C:3]([CH:8]([NH:22][C:26]([CH:23]2[CH2:25][CH2:24]2)=[O:27])[C:9]2[CH:10]=[CH:11][C:12]([O:15][C:16]3[CH:21]=[CH:20][CH:19]=[CH:18][CH:17]=3)=[CH:13][CH:14]=2)=[N:4][CH:5]=[CH:6][N:7]=1.